Task: Predict the reactants needed to synthesize the given product.. Dataset: Full USPTO retrosynthesis dataset with 1.9M reactions from patents (1976-2016) (1) Given the product [Cl:1][C:2]1[CH:3]=[C:4]([C:8]2[C:13]([O:14][CH3:15])=[N:12][CH:11]=[C:10]([CH:16]([F:35])[C:18]3[CH:23]=[CH:22][C:21]([F:24])=[CH:20][CH:19]=3)[CH:9]=2)[CH:5]=[CH:6][CH:7]=1, predict the reactants needed to synthesize it. The reactants are: [Cl:1][C:2]1[CH:3]=[C:4]([C:8]2[CH:9]=[C:10]([CH:16]([C:18]3[CH:23]=[CH:22][C:21]([F:24])=[CH:20][CH:19]=3)O)[CH:11]=[N:12][C:13]=2[O:14][CH3:15])[CH:5]=[CH:6][CH:7]=1.COCCN(S(F)(F)[F:35])CCOC. (2) The reactants are: [H-].[Na+].[C:3]1(=[O:8])[O:7][CH2:6][CH2:5][CH2:4]1.[C:9]([C:13]1[CH:14]=[C:15]([C:19](=[O:21])[CH3:20])[CH:16]=[CH:17][CH:18]=1)([CH3:12])([CH3:11])[CH3:10].[Cl-].[NH4+]. Given the product [O:21]=[C:19]([C:15]1[CH:16]=[CH:17][CH:18]=[C:13]([C:9]([CH3:12])([CH3:11])[CH3:10])[CH:14]=1)[CH2:20][C:3](=[O:8])[CH2:4][CH2:5][CH2:6][OH:7], predict the reactants needed to synthesize it. (3) Given the product [C:1]12([CH2:11][O:12][C:13]3[C:28]([CH:41]([CH:38]4[CH2:40][CH2:39]4)[OH:42])=[CH:27][C:16]([C:17]([NH:19][S:20]([N:23]4[CH2:26][CH2:25][CH2:24]4)(=[O:22])=[O:21])=[O:18])=[C:15]([F:30])[CH:14]=3)[CH2:10][CH:5]3[CH2:6][CH:7]([CH2:9][CH:3]([CH2:4]3)[CH2:2]1)[CH2:8]2, predict the reactants needed to synthesize it. The reactants are: [C:1]12([CH2:11][O:12][C:13]3[C:28](I)=[CH:27][C:16]([C:17]([NH:19][S:20]([N:23]4[CH2:26][CH2:25][CH2:24]4)(=[O:22])=[O:21])=[O:18])=[C:15]([F:30])[CH:14]=3)[CH2:10][CH:5]3[CH2:6][CH:7]([CH2:9][CH:3]([CH2:4]3)[CH2:2]1)[CH2:8]2.[Cl-].[Li+].C([Mg]Cl)(C)C.[CH:38]1([CH:41]=[O:42])[CH2:40][CH2:39]1. (4) Given the product [Br:35][C:36]1[C:37]([N:46]2[CH2:51][CH2:50][N:49]([CH2:52][C:53]3[CH:54]=[N:55][CH:56]=[CH:57][CH:58]=3)[CH2:48][CH2:47]2)=[C:38]2[N:43]=[C:78]([C:77]3[CH:76]=[CH:75][C:74]([N:71]4[CH2:70][CH2:69][N:68]([CH3:67])[CH2:73][CH2:72]4)=[CH:81][CH:80]=3)[NH:42][C:39]2=[N:40][CH:41]=1, predict the reactants needed to synthesize it. The reactants are: BrC1C(N2CCN(C(NC3C=CC=CC=3)=O)CC2)=C2N=C(C3C=CC(N(C)C)=CC=3)NC2=NC=1.[Br:35][C:36]1[C:37]([N:46]2[CH2:51][CH2:50][N:49]([CH2:52][C:53]3[CH:54]=[N:55][CH:56]=[CH:57][CH:58]=3)[CH2:48][CH2:47]2)=[C:38]([N+:43]([O-])=O)[C:39]([NH2:42])=[N:40][CH:41]=1.[O-]S(S([O-])=O)=O.[Na+].[Na+].[CH3:67][N:68]1[CH2:73][CH2:72][N:71]([C:74]2[CH:81]=[CH:80][C:77]([CH:78]=O)=[CH:76][CH:75]=2)[CH2:70][CH2:69]1. (5) Given the product [C:1]1([C@H:7]([NH:9][C@@H:10]2[CH2:15][CH2:14][N:13]([C:16]([O:18][C:19]([CH3:22])([CH3:20])[CH3:21])=[O:17])[CH2:12][C@@H:11]2[C:23]([O:25][CH2:26][CH3:27])=[O:24])[CH3:8])[CH:6]=[CH:5][CH:4]=[CH:3][CH:2]=1, predict the reactants needed to synthesize it. The reactants are: [C:1]1([C@H:7]([NH:9][C:10]2[CH2:15][CH2:14][N:13]([C:16]([O:18][C:19]([CH3:22])([CH3:21])[CH3:20])=[O:17])[CH2:12][C:11]=2[C:23]([O:25][CH2:26][CH3:27])=[O:24])[CH3:8])[CH:6]=[CH:5][CH:4]=[CH:3][CH:2]=1.C(#N)C.[BH-](OC(C)=O)(OC(C)=O)OC(C)=O.[Na+]. (6) Given the product [OH:17][C:18]1[C:25]([CH3:26])=[CH:24][C:21]([C:22]2[NH:6][C:4](=[O:5])[C:3]3[C:2](=[CH:10][CH:9]=[C:8]([CH2:11][NH:12][S:13]([CH3:16])(=[O:15])=[O:14])[CH:7]=3)[N:1]=2)=[CH:20][C:19]=1[CH3:27], predict the reactants needed to synthesize it. The reactants are: [NH2:1][C:2]1[CH:10]=[CH:9][C:8]([CH2:11][NH:12][S:13]([CH3:16])(=[O:15])=[O:14])=[CH:7][C:3]=1[C:4]([NH2:6])=[O:5].[OH:17][C:18]1[C:25]([CH3:26])=[CH:24][C:21]([CH:22]=O)=[CH:20][C:19]=1[CH3:27].